Task: Predict the reactants needed to synthesize the given product.. Dataset: Full USPTO retrosynthesis dataset with 1.9M reactions from patents (1976-2016) (1) Given the product [CH2:29]([O:28][C:26](=[O:27])[NH:8][C:6]1[CH:5]=[CH:4][C:3]([N:11]2[CH2:16][CH:15]3[CH:13]([CH2:14]3)[CH2:12]2)=[C:2]([F:1])[CH:7]=1)[C:30]1[CH:35]=[CH:34][CH:33]=[CH:32][CH:31]=1, predict the reactants needed to synthesize it. The reactants are: [F:1][C:2]1[CH:7]=[C:6]([N+:8]([O-])=O)[CH:5]=[CH:4][C:3]=1[N:11]1[CH2:16][CH:15]2[CH:13]([CH2:14]2)[CH2:12]1.[Cl-].[NH4+].N1C=CC=CC=1.Cl[C:26]([O:28][CH2:29][C:30]1[CH:35]=[CH:34][CH:33]=[CH:32][CH:31]=1)=[O:27]. (2) Given the product [CH:11]([C:10]1[C:2]([O:1][CH2:14][C:15]2[CH:24]=[CH:23][C:18]([C:19]([O:21][CH3:22])=[O:20])=[CH:17][CH:16]=2)=[CH:3][CH:4]=[C:5]2[C:9]=1[NH:8][N:7]=[CH:6]2)=[O:12], predict the reactants needed to synthesize it. The reactants are: [OH:1][C:2]1[C:10]([CH:11]=[O:12])=[C:9]2[C:5]([CH:6]=[N:7][NH:8]2)=[CH:4][CH:3]=1.Br[CH2:14][C:15]1[CH:24]=[CH:23][C:18]([C:19]([O:21][CH3:22])=[O:20])=[CH:17][CH:16]=1.C(=O)([O-])[O-].[K+].[K+].O. (3) Given the product [Br:24][CH2:23][C:22]1[C:17]2[C:18](=[N:19][C:14]([Cl:13])=[CH:15][CH:16]=2)[S:20][N:21]=1, predict the reactants needed to synthesize it. The reactants are: CC(N=NC(C#N)(C)C)(C#N)C.[Cl:13][C:14]1[N:19]=[C:18]2[S:20][N:21]=[C:22]([CH3:23])[C:17]2=[CH:16][CH:15]=1.[Br:24]NC(=O)CCC(N)=O. (4) Given the product [NH2:1][C:4]1[CH:20]=[CH:19][C:7]([O:8][CH2:9][C:10]2[N:11]=[C:12]([NH:15][C:16](=[O:18])[CH3:17])[S:13][CH:14]=2)=[CH:6][CH:5]=1, predict the reactants needed to synthesize it. The reactants are: [N+:1]([C:4]1[CH:20]=[CH:19][C:7]([O:8][CH2:9][C:10]2[N:11]=[C:12]([NH:15][C:16](=[O:18])[CH3:17])[S:13][CH:14]=2)=[CH:6][CH:5]=1)([O-])=O.[H][H]. (5) Given the product [CH2:14]([O:11][CH:8]1[CH2:9][CH2:10][C:5]2([O:4][CH2:3][CH2:2][O:1]2)[CH2:6][CH2:7]1)[C:15]1[CH:20]=[CH:19][CH:18]=[CH:17][CH:16]=1, predict the reactants needed to synthesize it. The reactants are: [O:1]1[C:5]2([CH2:10][CH2:9][CH:8]([OH:11])[CH2:7][CH2:6]2)[O:4][CH2:3][CH2:2]1.[H-].[Na+].[CH2:14](Br)[C:15]1[CH:20]=[CH:19][CH:18]=[CH:17][CH:16]=1.O.